This data is from Full USPTO retrosynthesis dataset with 1.9M reactions from patents (1976-2016). The task is: Predict the reactants needed to synthesize the given product. (1) Given the product [C:19]1([C:2]2[C:6]3[C:7]([NH:11][CH2:12][C:13]4[CH:18]=[CH:17][CH:16]=[CH:15][N:14]=4)=[N:8][CH:9]=[CH:10][C:5]=3[S:4][CH:3]=2)[CH:24]=[CH:23][CH:22]=[CH:21][CH:20]=1, predict the reactants needed to synthesize it. The reactants are: Br[C:2]1[C:6]2[C:7]([NH:11][CH2:12][C:13]3[CH:18]=[CH:17][CH:16]=[CH:15][N:14]=3)=[N:8][CH:9]=[CH:10][C:5]=2[S:4][CH:3]=1.[C:19]1(B(O)O)[CH:24]=[CH:23][CH:22]=[CH:21][CH:20]=1.C1(P(C2C=CC=CC=2)C2C=CC=CC=2)C=CC=CC=1.C(=O)([O-])[O-].[Na+].[Na+]. (2) Given the product [Cl:1][C:2]1[CH:10]=[C:9]2[C:5]([C:6]([C:11]3[N:12]=[C:13]4[C:19]([CH:20]=[O:21])=[CH:18][N:17]([CH2:22][O:23][CH2:24][CH2:25][Si:26]([CH3:27])([CH3:29])[CH3:28])[C:14]4=[N:15][CH:16]=3)=[N:7][N:8]2[CH2:38][CH2:37][N:35]([CH3:36])[CH3:34])=[C:4]([F:30])[CH:3]=1, predict the reactants needed to synthesize it. The reactants are: [Cl:1][C:2]1[CH:10]=[C:9]2[C:5]([C:6]([C:11]3[N:12]=[C:13]4[C:19]([CH:20]=[O:21])=[CH:18][N:17]([CH2:22][O:23][CH2:24][CH2:25][Si:26]([CH3:29])([CH3:28])[CH3:27])[C:14]4=[N:15][CH:16]=3)=[N:7][NH:8]2)=[C:4]([F:30])[CH:3]=1.[H-].[Na+].Cl.[CH3:34][N:35]([CH2:37][CH2:38]Cl)[CH3:36].[I-].[K+].